Task: Predict the product of the given reaction.. Dataset: Forward reaction prediction with 1.9M reactions from USPTO patents (1976-2016) (1) Given the reactants [F:1][C:2]([F:12])([F:11])[C:3]1[CH:7]=[C:6]([C:8]([OH:10])=O)[NH:5][N:4]=1.[CH3:13][O:14][CH:15]([O:18][CH3:19])[CH2:16][NH2:17].Cl.CN(C)CCCN=C=NCC.ON1C2C=CC=CC=2N=N1.C(N(CC)C(C)C)(C)C, predict the reaction product. The product is: [CH3:13][O:14][CH:15]([O:18][CH3:19])[CH2:16][NH:17][C:8]([C:6]1[NH:5][N:4]=[C:3]([C:2]([F:1])([F:12])[F:11])[CH:7]=1)=[O:10]. (2) The product is: [C:19]1([C:16]2[C:6]3[CH2:7][NH:8][CH:3]([CH2:2][OH:1])[CH2:4][C:5]=3[NH:18][N:17]=2)[CH:20]=[CH:21][CH:22]=[CH:23][CH:24]=1. Given the reactants [OH:1][CH2:2][CH:3]1[N:8](C(OC(C)(C)C)=O)[CH2:7][C:6]2[C:16]([C:19]3[CH:24]=[CH:23][CH:22]=[CH:21][CH:20]=3)=[N:17][NH:18][C:5]=2[CH2:4]1.C(OCC)(=O)C, predict the reaction product.